This data is from Full USPTO retrosynthesis dataset with 1.9M reactions from patents (1976-2016). The task is: Predict the reactants needed to synthesize the given product. (1) Given the product [C:48]([O:1][C@@H:2]1[C@:10]2([CH3:11])[C@H:5]([CH2:6][C@@H:7]([C:35]3[CH:36]=[CH:37][C:38]([O:41][CH:42]4[CH2:47][CH2:46][CH2:45][CH2:44][O:43]4)=[CH:39][CH:40]=3)[C@@H:8]([C:12]3[CH:17]=[CH:16][C:15]([O:18][CH2:19][CH2:20][CH2:21][CH2:22][CH2:23][S:24][CH2:25][CH2:26][CH2:27][C:28]([F:33])([F:34])[C:29]([F:30])([F:31])[F:32])=[CH:14][CH:13]=3)[CH2:9]2)[CH2:4][CH2:3]1)(=[O:50])[CH3:49], predict the reactants needed to synthesize it. The reactants are: [OH:1][C@@H:2]1[C@:10]2([CH3:11])[C@H:5]([CH2:6][C@@H:7]([C:35]3[CH:40]=[CH:39][C:38]([O:41][CH:42]4[CH2:47][CH2:46][CH2:45][CH2:44][O:43]4)=[CH:37][CH:36]=3)[C@@H:8]([C:12]3[CH:17]=[CH:16][C:15]([O:18][CH2:19][CH2:20][CH2:21][CH2:22][CH2:23][S:24][CH2:25][CH2:26][CH2:27][C:28]([F:34])([F:33])[C:29]([F:32])([F:31])[F:30])=[CH:14][CH:13]=3)[CH2:9]2)[CH2:4][CH2:3]1.[C:48](OC(=O)C)(=[O:50])[CH3:49].C(=O)(O)[O-].[Na+]. (2) Given the product [F:27][C:18]1[C:19]([C:23]([F:25])([F:26])[F:24])=[CH:20][CH:21]=[CH:22][C:17]=1[NH:16][C:13]([CH:11]1[CH2:10][S:9][C:8]([C:5]2[CH:4]=[CH:3][C:2]([F:1])=[CH:7][CH:6]=2)=[N:12]1)=[O:15], predict the reactants needed to synthesize it. The reactants are: [F:1][C:2]1[CH:7]=[CH:6][C:5]([C:8]2[S:9][CH2:10][CH:11]([C:13]([OH:15])=O)[N:12]=2)=[CH:4][CH:3]=1.[NH2:16][C:17]1[C:18]([F:27])=[C:19]([C:23]([F:26])([F:25])[F:24])[CH:20]=[CH:21][CH:22]=1.CCN(C(C)C)C(C)C.C1CN([P+](Br)(N2CCCC2)N2CCCC2)CC1.F[P-](F)(F)(F)(F)F. (3) Given the product [CH3:31][C:2]([CH3:1])([CH3:32])[C:3]#[C:4][C:5]1[S:9][C:8]([C:10]([OH:12])=[O:11])=[C:7]([N:14]([CH2:24][C:25]2[CH:29]=[CH:28][N:27]([CH3:30])[N:26]=2)[C:15]([C@H:17]2[CH2:22][CH2:21][C@H:20]([CH3:23])[CH2:19][CH2:18]2)=[O:16])[CH:6]=1, predict the reactants needed to synthesize it. The reactants are: [CH3:1][C:2]([CH3:32])([CH3:31])[C:3]#[C:4][C:5]1[S:9][C:8]([C:10]([O:12]C)=[O:11])=[C:7]([N:14]([CH2:24][C:25]2[CH:29]=[CH:28][N:27]([CH3:30])[N:26]=2)[C:15]([C@H:17]2[CH2:22][CH2:21][C@H:20]([CH3:23])[CH2:19][CH2:18]2)=[O:16])[CH:6]=1.[OH-].[Na+]. (4) Given the product [Cl:1][C:2]1[C:3]([C:14]2[S:18][C:17]([N:19]([CH3:30])[CH:20]3[CH2:21][C:22]([CH3:29])([CH3:28])[NH:23][C:24]([CH3:26])([CH3:27])[CH2:25]3)=[N:16][N:15]=2)=[C:4]([OH:33])[CH:5]=[C:6]([C:8]2[CH:9]=[N:10][N:11]([CH3:13])[CH:12]=2)[CH:7]=1, predict the reactants needed to synthesize it. The reactants are: [Cl:1][C:2]1[CH:7]=[C:6]([C:8]2[CH:9]=[N:10][N:11]([CH3:13])[CH:12]=2)[CH:5]=[CH:4][C:3]=1[C:14]1[S:18][C:17]([N:19]([CH3:30])[CH:20]2[CH2:25][C:24]([CH3:27])([CH3:26])[NH:23][C:22]([CH3:29])([CH3:28])[CH2:21]2)=[N:16][N:15]=1.CC(O)=[O:33].CC(OC(C)=O)=O.C(OI(C1C=CC=CC=1)OC(=O)C)(=O)C. (5) The reactants are: Cl.[F:2][CH2:3][CH2:4][CH2:5][NH2:6].C(N(C(C)C)CC)(C)C.[F:16][CH:17]([F:47])[C:18]([N:20]1[C@H:24]([CH2:25][F:26])[C@@H:23]([C:27]2[CH:32]=[CH:31][C:30]([C:33]3[CH:34]=[CH:35][C:36]([CH2:39]OS(C)(=O)=O)=[N:37][CH:38]=3)=[CH:29][CH:28]=2)[O:22][C:21]1([CH3:46])[CH3:45])=[O:19]. Given the product [F:47][CH:17]([F:16])[C:18]([N:20]1[C@H:24]([CH2:25][F:26])[C@@H:23]([C:27]2[CH:28]=[CH:29][C:30]([C:33]3[CH:38]=[N:37][C:36]([CH2:39][NH:6][CH2:5][CH2:4][CH2:3][F:2])=[CH:35][CH:34]=3)=[CH:31][CH:32]=2)[O:22][C:21]1([CH3:45])[CH3:46])=[O:19], predict the reactants needed to synthesize it. (6) Given the product [Cl:26][C:23]1[CH:24]=[CH:25][C:20](/[CH:19]=[CH:18]/[C:14]2[CH:13]=[C:12]([N:8]3[C:9]([CH2:10][CH3:11])=[C:5]([C:3]([OH:4])=[O:2])[C:6]([CH2:27][CH3:28])=[N:7]3)[CH:17]=[CH:16][CH:15]=2)=[CH:21][CH:22]=1, predict the reactants needed to synthesize it. The reactants are: C[O:2][C:3]([C:5]1[C:6]([CH2:27][CH3:28])=[N:7][N:8]([C:12]2[CH:17]=[CH:16][CH:15]=[C:14](/[CH:18]=[CH:19]/[C:20]3[CH:25]=[CH:24][C:23]([Cl:26])=[CH:22][CH:21]=3)[CH:13]=2)[C:9]=1[CH2:10][CH3:11])=[O:4].[OH-].[Li+]. (7) Given the product [CH:26]1([CH:30]=[C:11]2[CH2:10][CH2:9][C:8]3[CH:7]=[C:6]([C:12]([O:14][CH3:15])=[O:13])[CH:5]=[CH:4][C:3]=3[C:2]2=[O:1])[CH2:29][CH2:28][CH2:27]1, predict the reactants needed to synthesize it. The reactants are: [O:1]=[C:2]1[CH2:11][CH2:10][CH2:9][C:8]2[CH:7]=[C:6]([C:12]([O:14][CH3:15])=[O:13])[CH:5]=[CH:4][C:3]1=2.C[Si](C)(C)[N-][Si](C)(C)C.[Li+].[CH:26]1([CH:30]=O)[CH2:29][CH2:28][CH2:27]1.O. (8) Given the product [F:17][C:18]1[CH:19]=[C:20]([CH:23]=[CH:24][CH:25]=1)[CH:21]=[N:1][C:2]1[CH:16]=[CH:15][CH:14]=[CH:13][C:3]=1[C:4]([NH:6][C:7]1[CH:12]=[CH:11][CH:10]=[CH:9][CH:8]=1)=[O:5], predict the reactants needed to synthesize it. The reactants are: [NH2:1][C:2]1[CH:16]=[CH:15][CH:14]=[CH:13][C:3]=1[C:4]([NH:6][C:7]1[CH:12]=[CH:11][CH:10]=[CH:9][CH:8]=1)=[O:5].[F:17][C:18]1[CH:19]=[C:20]([CH:23]=[CH:24][CH:25]=1)[CH:21]=O.